From a dataset of Full USPTO retrosynthesis dataset with 1.9M reactions from patents (1976-2016). Predict the reactants needed to synthesize the given product. (1) Given the product [N:1]1([C:13]([O:15][C:16]([CH3:19])([CH3:18])[CH3:17])=[O:14])[CH:5]([C:6]([O:8][C:9]([CH3:11])([CH3:12])[CH3:10])=[O:7])[CH2:4][CH2:3][NH:2]1, predict the reactants needed to synthesize it. The reactants are: [N:1]1([C:13]([O:15][C:16]([CH3:19])([CH3:18])[CH3:17])=[O:14])[CH:5]([C:6]([O:8][C:9]([CH3:12])([CH3:11])[CH3:10])=[O:7])[CH2:4][CH:3]=[N:2]1.C([BH3-])#N.[Na+]. (2) Given the product [C:26]([O:29][CH2:30][C:31]1[C:32]([N:46]2[CH2:57][CH2:56][N:55]3[C:48](=[CH:49][C:50]4[CH2:51][C:52]([CH3:59])([CH3:58])[CH2:53][C:54]=43)[C:47]2=[O:60])=[N:33][CH:34]=[CH:35][C:36]=1[C:2]1[CH:3]=[C:4]([NH:10][C:11]2[CH:16]=[CH:15][C:14]([C:17]([N:19]3[CH2:24][CH2:23][O:22][CH2:21][C@H:20]3[CH3:25])=[O:18])=[CH:13][N:12]=2)[C:5](=[O:9])[N:6]([CH3:8])[CH:7]=1)(=[O:28])[CH3:27], predict the reactants needed to synthesize it. The reactants are: Br[C:2]1[CH:3]=[C:4]([NH:10][C:11]2[CH:16]=[CH:15][C:14]([C:17]([N:19]3[CH2:24][CH2:23][O:22][CH2:21][C@H:20]3[CH3:25])=[O:18])=[CH:13][N:12]=2)[C:5](=[O:9])[N:6]([CH3:8])[CH:7]=1.[C:26]([O:29][CH2:30][C:31]1[C:32]([N:46]2[CH2:57][CH2:56][N:55]3[C:48](=[CH:49][C:50]4[CH2:51][C:52]([CH3:59])([CH3:58])[CH2:53][C:54]=43)[C:47]2=[O:60])=[N:33][CH:34]=[CH:35][C:36]=1B1OC(C)(C)C(C)(C)O1)(=[O:28])[CH3:27].[O-]P([O-])([O-])=O.[K+].[K+].[K+].C([O-])(=O)C.[Na+].